This data is from Merck oncology drug combination screen with 23,052 pairs across 39 cell lines. The task is: Regression. Given two drug SMILES strings and cell line genomic features, predict the synergy score measuring deviation from expected non-interaction effect. Synergy scores: synergy=18.3. Cell line: UWB1289BRCA1. Drug 2: Cn1c(=O)n(-c2ccc(C(C)(C)C#N)cc2)c2c3cc(-c4cnc5ccccc5c4)ccc3ncc21. Drug 1: CN1C(=O)C=CC2(C)C3CCC4(C)C(NC(=O)OCC(F)(F)F)CCC4C3CCC12.